Dataset: Reaction yield outcomes from USPTO patents with 853,638 reactions. Task: Predict the reaction yield, written as a fraction of the theoretical maximum amount of product (1.0 means a 100% yield; for example, 0.34 means a 34% yield). (1) The reactants are [CH:1]1([NH:6][C:7]2[CH:8]=[CH:9][CH:10]=[C:11]3[C:15]=2[NH:14][C:13]([C:16]2[S:17][CH2:18][C@@H:19]([CH2:21][C:22](O)=[O:23])[N:20]=2)=[CH:12]3)[CH2:5][CH2:4][CH2:3][CH2:2]1.[CH3:25][NH2:26]. No catalyst specified. The product is [CH:1]1([NH:6][C:7]2[CH:8]=[CH:9][CH:10]=[C:11]3[C:15]=2[NH:14][C:13]([C:16]2[S:17][CH2:18][C@@H:19]([CH2:21][C:22]([NH:26][CH3:25])=[O:23])[N:20]=2)=[CH:12]3)[CH2:5][CH2:4][CH2:3][CH2:2]1. The yield is 0.340. (2) The reactants are [CH:1]1([C:4]2[S:5][C:6]([C:12]3[CH:17]=[CH:16][CH:15]=[CH:14][C:13]=3[F:18])=[C:7]([C:9]([OH:11])=O)[N:8]=2)[CH2:3][CH2:2]1.CN(C(ON1N=NC2C=CC=CC1=2)=[N+](C)C)C.[B-](F)(F)(F)F.CCN(C(C)C)C(C)C.[C:50]([O:54][C:55](=[O:64])[NH:56][CH2:57][C@@H:58]1[CH2:63][CH2:62][CH2:61][CH2:60][NH:59]1)([CH3:53])([CH3:52])[CH3:51]. The catalyst is CC#N.C(Cl)Cl. The product is [C:50]([O:54][C:55](=[O:64])[NH:56][CH2:57][C@@H:58]1[CH2:63][CH2:62][CH2:61][CH2:60][N:59]1[C:9]([C:7]1[N:8]=[C:4]([CH:1]2[CH2:2][CH2:3]2)[S:5][C:6]=1[C:12]1[CH:17]=[CH:16][CH:15]=[CH:14][C:13]=1[F:18])=[O:11])([CH3:53])([CH3:51])[CH3:52]. The yield is 1.00. (3) The product is [CH2:29]([O:28][CH:5]([C:6]1[C:7]([C:20]2[CH:25]=[CH:24][C:23]([CH3:26])=[CH:22][C:21]=2[OH:27])=[C:8]2[C:15]3[CH2:16][CH2:17][CH2:18][CH2:19][C:14]=3[S:13][C:9]2=[N:10][C:11]=1[CH3:12])[C:4]([OH:31])=[O:3])[CH3:30]. The catalyst is C(O)C.O1CCCC1. The reactants are C([O:3][C:4](=[O:31])[CH:5]([O:28][CH2:29][CH3:30])[C:6]1[C:7]([C:20]2[CH:25]=[CH:24][C:23]([CH3:26])=[CH:22][C:21]=2[OH:27])=[C:8]2[C:15]3[CH2:16][CH2:17][CH2:18][CH2:19][C:14]=3[S:13][C:9]2=[N:10][C:11]=1[CH3:12])C.[OH-].[Na+]. The yield is 0.160. (4) The reactants are [N+:1]([C:4]1[CH:5]=[C:6]([C:14]2[CH:19]=[CH:18][CH:17]=[CH:16][CH:15]=2)[CH:7]=[CH:8][C:9]=1[CH2:10][C:11](O)=[O:12])([O-])=O. The catalyst is C(O)(=O)C.[Fe]. The product is [C:14]1([C:6]2[CH:5]=[C:4]3[C:9]([CH2:10][C:11](=[O:12])[NH:1]3)=[CH:8][CH:7]=2)[CH:19]=[CH:18][CH:17]=[CH:16][CH:15]=1. The yield is 0.930. (5) The reactants are [F:1][C:2]1[CH:3]=[CH:4][C:5]([N+:17]([O-])=O)=[C:6]([NH:8][C:9]2[S:10][C:11]([CH3:16])=[CH:12][C:13]=2[C:14]#[N:15])[CH:7]=1.Cl.[Sn](Cl)[Cl:22]. The catalyst is CCO. The product is [ClH:22].[F:1][C:2]1[CH:3]=[CH:4][C:5]2[N:17]=[C:14]([NH2:15])[C:13]3[CH:12]=[C:11]([CH3:16])[S:10][C:9]=3[NH:8][C:6]=2[CH:7]=1. The yield is 0.870. (6) The yield is 0.470. The reactants are Br[C:2]1[NH:3][C:4]2[C:9]([N:10]=1)=[C:8]([N:11]1[CH2:16][CH2:15][O:14][CH2:13][CH2:12]1)[N:7]=[C:6]([N:17]1[CH2:22][C@@H:21]([CH3:23])[O:20][C@@H:19]([CH3:24])[CH2:18]1)[N:5]=2.[F-].[Cs+].[OH:27][C:28]1[CH:29]=[C:30](B(O)O)[CH:31]=[CH:32][CH:33]=1. The catalyst is C(#N)C.O.C1C=CC([P]([Pd]([P](C2C=CC=CC=2)(C2C=CC=CC=2)C2C=CC=CC=2)([P](C2C=CC=CC=2)(C2C=CC=CC=2)C2C=CC=CC=2)[P](C2C=CC=CC=2)(C2C=CC=CC=2)C2C=CC=CC=2)(C2C=CC=CC=2)C2C=CC=CC=2)=CC=1. The product is [CH3:24][C@@H:19]1[O:20][C@H:21]([CH3:23])[CH2:22][N:17]([C:6]2[N:5]=[C:4]3[C:9]([N:10]=[C:2]([C:32]4[CH:33]=[C:28]([OH:27])[CH:29]=[CH:30][CH:31]=4)[NH:3]3)=[C:8]([N:11]3[CH2:16][CH2:15][O:14][CH2:13][CH2:12]3)[N:7]=2)[CH2:18]1. (7) The reactants are [CH3:1][C:2]1[C:7]([NH2:8])=[CH:6][C:5]([CH:9]2[CH2:14][CH2:13][N:12]([CH3:15])[CH2:11][C:10]2([CH3:17])[CH3:16])=[CH:4][N:3]=1.[C:18]([O:22][C:23]([NH:25][C:26](=[N:29][C:30]([O:32][C:33]([CH3:36])([CH3:35])[CH3:34])=[O:31])SC)=[O:24])([CH3:21])([CH3:20])[CH3:19]. The catalyst is C(Cl)Cl.[Hg](Cl)Cl. The product is [CH3:1][C:2]1[C:7]([NH:8]/[C:26](/[NH:29][C:30](=[O:31])[O:32][C:33]([CH3:36])([CH3:35])[CH3:34])=[N:25]/[C:23](=[O:24])[O:22][C:18]([CH3:21])([CH3:20])[CH3:19])=[CH:6][C:5]([CH:9]2[CH2:14][CH2:13][N:12]([CH3:15])[CH2:11][C:10]2([CH3:17])[CH3:16])=[CH:4][N:3]=1. The yield is 0.480. (8) The reactants are Cl[C:2]1[C:11]([Cl:12])=[N:10][C:9]2[C:4](=[CH:5][CH:6]=[C:7]([C:13]([F:16])([F:15])[F:14])[CH:8]=2)[N:3]=1.[CH3:17][N:18]1[CH2:23][CH2:22][NH:21][CH2:20][CH2:19]1. The catalyst is CCO. The product is [Cl:12][C:11]1[C:2]([N:21]2[CH2:22][CH2:23][N:18]([CH3:17])[CH2:19][CH2:20]2)=[N:3][C:4]2[C:9]([N:10]=1)=[CH:8][C:7]([C:13]([F:16])([F:15])[F:14])=[CH:6][CH:5]=2. The yield is 0.520.